This data is from Full USPTO retrosynthesis dataset with 1.9M reactions from patents (1976-2016). The task is: Predict the reactants needed to synthesize the given product. Given the product [F:9][C:10]([F:20])([F:19])[C:11]1[CH:12]=[C:13]([OH:14])[C:5]2[C:3](=[C:2]([CH3:1])[CH:8]=[CH:7][CH:6]=2)[N:4]=1, predict the reactants needed to synthesize it. The reactants are: [CH3:1][C:2]1[CH:8]=[CH:7][CH:6]=[CH:5][C:3]=1[NH2:4].[F:9][C:10]([F:20])([F:19])[C:11](=O)[CH2:12][C:13](OCC)=[O:14].O.